From a dataset of Forward reaction prediction with 1.9M reactions from USPTO patents (1976-2016). Predict the product of the given reaction. (1) Given the reactants [NH2:1][CH2:2][C:3]1[CH:8]=[CH:7][C:6]([CH2:9][CH2:10][C:11]([OH:13])=[O:12])=[CH:5][CH:4]=1.[C:14](ON1C(=O)CCC1=O)([O:16][CH2:17][CH:18]1[C:30]2[C:25](=[CH:26][CH:27]=[CH:28][CH:29]=2)[C:24]2[C:19]1=[CH:20][CH:21]=[CH:22][CH:23]=2)=[O:15].Cl, predict the reaction product. The product is: [CH:29]1[C:30]2[CH:18]([CH2:17][O:16][C:14]([NH:1][CH2:2][C:3]3[CH:8]=[CH:7][C:6]([CH2:9][CH2:10][C:11]([OH:13])=[O:12])=[CH:5][CH:4]=3)=[O:15])[C:19]3[C:24](=[CH:23][CH:22]=[CH:21][CH:20]=3)[C:25]=2[CH:26]=[CH:27][CH:28]=1. (2) Given the reactants Br.Br[CH2:3][C:4]([C:6]1[CH:11]=[CH:10][N:9]=[C:8]([Cl:12])[CH:7]=1)=O.[C:13]([O:17][C:18]([N:20]1[CH2:25][CH2:24][C:23](=O)[CH2:22][C:21]1=[O:27])=[O:19])([CH3:16])([CH3:15])[CH3:14].C([O-])(=O)C.[NH4+:32], predict the reaction product. The product is: [C:13]([O:17][C:18]([N:20]1[CH2:25][CH2:24][C:23]2[NH:32][C:4]([C:6]3[CH:11]=[CH:10][N:9]=[C:8]([Cl:12])[CH:7]=3)=[CH:3][C:22]=2[C:21]1=[O:27])=[O:19])([CH3:16])([CH3:15])[CH3:14]. (3) Given the reactants [Cl:1][CH2:2][C:3](Cl)=[O:4].C(N(CC)CC)C.[CH3:13][O:14][C:15]1[CH:32]=[CH:31][C:18]2[CH2:19][NH:20][CH2:21][CH2:22][C@@:23]34[C@@H:28]([O:29][C:16]=1[C:17]=23)[CH2:27][C@@H:26]([OH:30])[CH:25]=[CH:24]4, predict the reaction product. The product is: [Cl:1][CH2:2][C:3]([N:20]1[CH2:21][CH2:22][C:23]23[CH:24]=[CH:25][C@H:26]([OH:30])[CH2:27][CH:28]2[O:29][C:16]2=[C:15]([O:14][CH3:13])[CH:32]=[CH:31][C:18](=[C:17]32)[CH2:19]1)=[O:4]. (4) Given the reactants N(C(OC(C)C)=O)=NC(OC(C)C)=O.[Cl:15][C:16]1[C:17]([OH:25])=[CH:18][C:19]([OH:24])=[C:20]([CH:23]=1)[CH:21]=[O:22].C1(P(C2C=CC=CC=2)C2C=CC=CC=2)C=CC=CC=1.[O:45]1[CH2:50][CH2:49][O:48][C:47]2[CH:51]=[C:52]([C:55]3[C:56]([CH3:63])=[C:57]([CH2:61]O)[CH:58]=[CH:59][CH:60]=3)[CH:53]=[CH:54][C:46]1=2, predict the reaction product. The product is: [Cl:15][C:16]1[C:17]([O:25][CH2:61][C:57]2[CH:58]=[CH:59][CH:60]=[C:55]([C:52]3[CH:53]=[CH:54][C:46]4[O:45][CH2:50][CH2:49][O:48][C:47]=4[CH:51]=3)[C:56]=2[CH3:63])=[CH:18][C:19]([OH:24])=[C:20]([CH:23]=1)[CH:21]=[O:22]. (5) Given the reactants [C:1]([OH:13])(=O)/[CH:2]=[CH:3]/[CH:4]=[CH:5]/[CH2:6][CH2:7][C:8]#[C:9][C:10]#[CH:11].C(N(CC)CC)C.Cl.C(N=C=NCCCN(C)C)C.O.N1(O)C2C=CC=CC=2N=N1.[CH3:44][CH:45]([CH2:48][CH3:49])[CH2:46][NH2:47], predict the reaction product. The product is: [CH3:44][CH:45]([CH2:48][CH3:49])[CH2:46][NH:47][C:1](=[O:13])/[CH:2]=[CH:3]/[CH:4]=[CH:5]/[CH2:6][CH2:7][C:8]#[C:9][C:10]#[CH:11]. (6) The product is: [Br:11][C:5]1[CH:4]=[C:3]([CH:7]=[O:8])[N:2]([CH3:1])[CH:6]=1. Given the reactants [CH3:1][N:2]1[CH:6]=[CH:5][CH:4]=[C:3]1[CH:7]=[O:8].II.[Br:11]Br, predict the reaction product.